This data is from Full USPTO retrosynthesis dataset with 1.9M reactions from patents (1976-2016). The task is: Predict the reactants needed to synthesize the given product. (1) Given the product [Br:9][C:10]1[C:14]([NH:8][CH2:1][C:2]2[CH:7]=[CH:6][CH:5]=[CH:4][CH:3]=2)([CH2:15][Br:16])[O:13][C:12](=[O:17])[CH:11]=1, predict the reactants needed to synthesize it. The reactants are: [CH2:1]([NH2:8])[C:2]1[CH:7]=[CH:6][CH:5]=[CH:4][CH:3]=1.[Br:9][C:10]1[C:14](=[CH:15][Br:16])[O:13][C:12](=[O:17])[CH:11]=1. (2) Given the product [C:17]([O:16][C@@H:9]1[C@@H:8]([O:20][C:21](=[O:22])[CH3:23])[C@@H:7]([O:24][C:25](=[O:26])[CH3:27])[C@@H:6]([CH2:5][O:4][C:2](=[O:3])[CH3:1])[O:11][C@H:10]1[OH:12])(=[O:18])[CH3:19], predict the reactants needed to synthesize it. The reactants are: [CH3:1][C:2]([O:4][CH2:5][C@H:6]1[O:11][C@@H:10]([O:12]C(C)=O)[C@H:9]([O:16][C:17]([CH3:19])=[O:18])[C@@H:8]([O:20][C:21]([CH3:23])=[O:22])[C@H:7]1[O:24][C:25]([CH3:27])=[O:26])=[O:3].C(N)C1C=CC=CC=1. (3) Given the product [CH3:18][O:19][CH2:20][CH2:21][N:22]1[CH2:27][CH2:26][N:25]([C:2]2[N:7]=[CH:6][N:5]=[C:4]([NH2:8])[CH:3]=2)[CH2:24][CH2:23]1, predict the reactants needed to synthesize it. The reactants are: Cl[C:2]1[N:7]=[CH:6][N:5]=[C:4]([NH2:8])[CH:3]=1.C(N(C(C)C)CC)(C)C.[CH3:18][O:19][CH2:20][CH2:21][N:22]1[CH2:27][CH2:26][NH:25][CH2:24][CH2:23]1. (4) Given the product [CH3:10][C:4]1[N:3]=[C:2]2[NH:11][N:12]=[CH:8][C:7]2=[CH:6][CH:5]=1, predict the reactants needed to synthesize it. The reactants are: Cl[C:2]1[C:7]([CH:8]=O)=[CH:6][CH:5]=[C:4]([CH3:10])[N:3]=1.[NH2:11][NH2:12].